From a dataset of Peptide-MHC class I binding affinity with 185,985 pairs from IEDB/IMGT. Regression. Given a peptide amino acid sequence and an MHC pseudo amino acid sequence, predict their binding affinity value. This is MHC class I binding data. (1) The peptide sequence is KIKQDVRDK. The MHC is HLA-A68:02 with pseudo-sequence HLA-A68:02. The binding affinity (normalized) is 0. (2) The peptide sequence is SRFFHAEL. The MHC is H-2-Kb with pseudo-sequence H-2-Kb. The binding affinity (normalized) is 0.790. (3) The peptide sequence is SWIPKRNRSI. The MHC is HLA-A26:01 with pseudo-sequence HLA-A26:01. The binding affinity (normalized) is 0.